From a dataset of Full USPTO retrosynthesis dataset with 1.9M reactions from patents (1976-2016). Predict the reactants needed to synthesize the given product. (1) Given the product [Cl:26][C:27]1[CH:32]=[CH:31][C:30]([C:7]2[CH:8]=[CH:9][C:10]([C:13]#[C:14][C:15]3[CH:24]=[CH:23][C:18]([O:19][CH2:20][CH2:21][OH:22])=[C:17]([CH3:25])[CH:16]=3)=[N:11][CH:12]=2)=[CH:29][CH:28]=1, predict the reactants needed to synthesize it. The reactants are: C(=O)(O)[O-].[Na+].Br[C:7]1[CH:8]=[CH:9][C:10]([C:13]#[C:14][C:15]2[CH:24]=[CH:23][C:18]([O:19][CH2:20][CH2:21][OH:22])=[C:17]([CH3:25])[CH:16]=2)=[N:11][CH:12]=1.[Cl:26][C:27]1[CH:32]=[CH:31][C:30](OB(O)O)=[CH:29][CH:28]=1. (2) Given the product [F:19][C:20]1[CH:25]=[CH:24][C:23]([C:7]2[C:8]3[CH:9]=[CH:10][CH:11]=[N:12][C:13]=3[CH2:14][CH2:15][CH:16]=2)=[CH:22][CH:21]=1, predict the reactants needed to synthesize it. The reactants are: FC(F)(F)S(O[C:7]1[C:8]2[CH:9]=[CH:10][CH:11]=[N:12][C:13]=2[CH2:14][CH2:15][CH:16]=1)(=O)=O.[F:19][C:20]1[CH:25]=[CH:24][C:23](B(O)O)=[CH:22][CH:21]=1.